This data is from Forward reaction prediction with 1.9M reactions from USPTO patents (1976-2016). The task is: Predict the product of the given reaction. (1) The product is: [F:3][C:4]1[CH:9]=[CH:8][C:7]([N:10]([CH3:18])[C:11](=[O:13])[CH3:12])=[CH:6][C:5]=1[N+:14]([O-:16])=[O:15]. Given the reactants [H-].[Na+].[F:3][C:4]1[CH:9]=[CH:8][C:7]([NH:10][C:11](=[O:13])[CH3:12])=[CH:6][C:5]=1[N+:14]([O-:16])=[O:15].I[CH3:18], predict the reaction product. (2) Given the reactants [F:1][CH:2]([F:25])[C:3]1[CH:8]=[CH:7][C:6]([F:9])=[CH:5][C:4]=1[C@H:10]1[CH2:14][CH2:13][CH2:12][N:11]1[C:15]1[CH:20]=[CH:19][N:18]2[N:21]=[CH:22][C:23]([NH2:24])=[C:17]2[N:16]=1.C1N=CN([C:31]([N:33]2[CH:37]=N[CH:35]=[CH:34]2)=[O:32])C=1.N1CC[C@H:40]([OH:43])C1, predict the reaction product. The product is: [F:25][CH:2]([F:1])[C:3]1[CH:8]=[CH:7][C:6]([F:9])=[CH:5][C:4]=1[C@H:10]1[CH2:14][CH2:13][CH2:12][N:11]1[C:15]1[CH:20]=[CH:19][N:18]2[N:21]=[CH:22][C:23]([NH:24][C:31]([N:33]3[CH2:34][CH2:35][C@@H:40]([OH:43])[CH2:37]3)=[O:32])=[C:17]2[N:16]=1. (3) Given the reactants [CH3:1][O:2][C:3]1[CH:8]=[CH:7][CH:6]=[CH:5][C:4]=1[CH:9]1[CH2:14][CH2:13][N:12]([C@@H:15]2[CH2:19][CH2:18][N:17]([C@@H](C3C=CC=CC=3)CO)[CH:16]2[CH:29]2[CH2:31][CH2:30]2)[CH2:11][CH2:10]1, predict the reaction product. The product is: [CH:29]1([CH:16]2[C@H:15]([N:12]3[CH2:11][CH2:10][CH:9]([C:4]4[CH:5]=[CH:6][CH:7]=[CH:8][C:3]=4[O:2][CH3:1])[CH2:14][CH2:13]3)[CH2:19][CH2:18][NH:17]2)[CH2:30][CH2:31]1. (4) Given the reactants [CH:1]1([CH:7]([NH:21][C:22]2[CH:30]=[CH:29][C:25]([C:26]([OH:28])=O)=[CH:24][CH:23]=2)[C:8]2[CH:12]=[C:11]([C:13]3[CH:14]=[N:15][CH:16]=[C:17](C)[CH:18]=3)[O:10][C:9]=2[CH3:20])[CH2:6][CH2:5][CH2:4][CH2:3][CH2:2]1.[CH3:31][NH:32][CH2:33][CH2:34][C:35]([O:37]CC)=[O:36].Cl.C(N=C=NCCCN(C)C)C.O.[OH:53][C:54]1C2N=NNC=2C=CC=1, predict the reaction product. The product is: [CH:1]1([CH:7]([NH:21][C:22]2[CH:30]=[CH:29][C:25]([C:26]([N:32]([CH3:31])[CH2:33][CH2:34][C:35]([OH:37])=[O:36])=[O:28])=[CH:24][CH:23]=2)[C:8]2[CH:12]=[C:11]([C:13]3[CH:14]=[N:15][CH:16]=[C:17]([O:53][CH3:54])[CH:18]=3)[O:10][C:9]=2[CH3:20])[CH2:2][CH2:3][CH2:4][CH2:5][CH2:6]1.